This data is from Full USPTO retrosynthesis dataset with 1.9M reactions from patents (1976-2016). The task is: Predict the reactants needed to synthesize the given product. (1) Given the product [CH3:50][O:51][C:52]1[N:57]=[CH:56][C:55]([C:58]2[CH:59]=[C:60]([NH:64][C:23]([C:18]3[C:19](=[O:22])[O:20][C:21]4[C:16]([CH:17]=3)=[CH:15][CH:14]=[CH:13][C:12]=4[O:11][CH3:10])=[O:25])[CH:61]=[CH:62][CH:63]=2)=[CH:54][CH:53]=1, predict the reactants needed to synthesize it. The reactants are: CCN(C(C)C)C(C)C.[CH3:10][O:11][C:12]1[CH:13]=[CH:14][CH:15]=[C:16]2[C:21]=1[O:20][C:19](=[O:22])[C:18]([C:23]([OH:25])=O)=[CH:17]2.CN(C(ON1N=NC2C=CC=NC1=2)=[N+](C)C)C.F[P-](F)(F)(F)(F)F.[CH3:50][O:51][C:52]1[N:57]=[CH:56][C:55]([C:58]2[CH:59]=[C:60]([NH2:64])[CH:61]=[CH:62][CH:63]=2)=[CH:54][CH:53]=1. (2) Given the product [F:32][C:33]([F:44])([F:43])[C:34]1[CH:39]=[CH:38][CH:37]=[CH:36][C:35]=1[C:22]1[C:5]2[O:6][C@@H:7]([CH2:10][O:11][S:12]([C:15]3[CH:20]=[CH:19][C:18]([CH3:21])=[CH:17][CH:16]=3)(=[O:14])=[O:13])[CH2:8][O:9][C:4]=2[CH:3]=[C:2]([Cl:1])[CH:23]=1, predict the reactants needed to synthesize it. The reactants are: [Cl:1][C:2]1[CH:23]=[C:22](OS(C(F)(F)F)(=O)=O)[C:5]2[O:6][C@@H:7]([CH2:10][O:11][S:12]([C:15]3[CH:20]=[CH:19][C:18]([CH3:21])=[CH:17][CH:16]=3)(=[O:14])=[O:13])[CH2:8][O:9][C:4]=2[CH:3]=1.[F:32][C:33]([F:44])([F:43])[C:34]1[CH:39]=[CH:38][CH:37]=[CH:36][C:35]=1B(O)O.